Task: Predict the reaction yield, written as a fraction of the theoretical maximum amount of product (1.0 means a 100% yield; for example, 0.34 means a 34% yield).. Dataset: Reaction yield outcomes from USPTO patents with 853,638 reactions (1) The reactants are [C-]#N.[K+].C([O:7][CH2:8][C:9]1[C:14]([F:15])=[CH:13][C:12]([S:16](=[O:23])(=[O:22])[N:17]=[CH:18][N:19]([CH3:21])[CH3:20])=[CH:11][C:10]=1[Cl:24])(=O)C. The catalyst is CO. The product is [Cl:24][C:10]1[CH:11]=[C:12]([S:16]([N:17]=[CH:18][N:19]([CH3:21])[CH3:20])(=[O:22])=[O:23])[CH:13]=[C:14]([F:15])[C:9]=1[CH2:8][OH:7]. The yield is 0.800. (2) The reactants are [CH3:1][CH:2]([CH2:13][CH2:14][CH2:15][C:16]1[CH:21]=[CH:20][CH:19]=[CH:18][CH:17]=1)[C:3]([O:5]N1C(=O)CCC1=O)=O.[CH:22]1[CH:27]=[CH:26][C:25]([C@@H:28]([NH2:31])[CH2:29][OH:30])=[CH:24][CH:23]=1. The catalyst is C1COCC1. The product is [OH:30][CH2:29][C@H:28]([NH:31][C:3](=[O:5])[C@@H:2]([CH3:1])[CH2:13][CH2:14][CH2:15][C:16]1[CH:17]=[CH:18][CH:19]=[CH:20][CH:21]=1)[C:25]1[CH:26]=[CH:27][CH:22]=[CH:23][CH:24]=1. The yield is 0.340. (3) The reactants are [CH2:1]([O:8][C:9]([N:11]([CH2:13][C:14]1[CH:19]=[C:18]([N+:20]([O-])=O)[CH:17]=[CH:16][C:15]=1[CH2:23][C:24]([O:26][CH2:27][CH3:28])=[O:25])[CH3:12])=[O:10])[C:2]1[CH:7]=[CH:6][CH:5]=[CH:4][CH:3]=1.[Cl-].[NH4+]. The catalyst is CO.C1COCC1.[Zn]. The product is [NH2:20][C:18]1[CH:17]=[CH:16][C:15]([CH2:23][C:24]([O:26][CH2:27][CH3:28])=[O:25])=[C:14]([CH2:13][N:11]([C:9]([O:8][CH2:1][C:2]2[CH:3]=[CH:4][CH:5]=[CH:6][CH:7]=2)=[O:10])[CH3:12])[CH:19]=1. The yield is 0.810. (4) The reactants are [NH2:1][CH2:2][C@@H:3]1[C@H:7]2[O:8][C:9]([CH3:12])([CH3:11])[O:10][C@H:6]2[C@H:5]([N:13]2[C:17]3[N:18]=[CH:19][N:20]=[C:21]([NH:22][CH2:23][C:24]4[CH:29]=[CH:28][C:27]([O:30][CH3:31])=[CH:26][C:25]=4[O:32][CH3:33])[C:16]=3[CH:15]=[CH:14]2)[O:4]1.O=[C:35]1[CH2:38][CH:37]([CH2:39][CH2:40][C:41]([O:43][CH2:44][C:45]2[CH:50]=[CH:49][CH:48]=[CH:47][CH:46]=2)=[O:42])[CH2:36]1.CC(O)=O.[BH-](OC(C)=O)(OC(C)=O)OC(C)=O.[Na+].C([O-])(O)=O.[Na+]. The catalyst is ClCCCl. The product is [CH3:33][O:32][C:25]1[CH:26]=[C:27]([O:30][CH3:31])[CH:28]=[CH:29][C:24]=1[CH2:23][NH:22][C:21]1[C:16]2[CH:15]=[CH:14][N:13]([C@H:5]3[C@@H:6]4[O:10][C:9]([CH3:12])([CH3:11])[O:8][C@@H:7]4[C@@H:3]([CH2:2][NH:1][CH:35]4[CH2:38][CH:37]([CH2:39][CH2:40][C:41]([O:43][CH2:44][C:45]5[CH:46]=[CH:47][CH:48]=[CH:49][CH:50]=5)=[O:42])[CH2:36]4)[O:4]3)[C:17]=2[N:18]=[CH:19][N:20]=1. The yield is 0.640. (5) The reactants are [F:1][C:2]1[CH:3]=[C:4]([NH:11]C(=O)C(C)(C)C)[CH:5]=[CH:6][C:7]=1[N+:8]([O-:10])=[O:9].C(=O)([O-])[O-].[K+].[K+]. The catalyst is C(Cl)Cl.Cl.C(OCC)(=O)C. The product is [F:1][C:2]1[CH:3]=[C:4]([CH:5]=[CH:6][C:7]=1[N+:8]([O-:10])=[O:9])[NH2:11]. The yield is 0.990. (6) The reactants are [F:1][C:2]1[CH:3]=[C:4]([N:10]2[C:15](=[O:16])[C:14]([CH2:17][C:18]3[CH:23]=[CH:22][C:21]([C:24]4[C:25]([C:30]#[N:31])=[CH:26][CH:27]=[CH:28][CH:29]=4)=[CH:20][CH:19]=3)=[C:13]([CH2:32][CH2:33][CH3:34])[N:12]=[C:11]2[CH3:35])[CH:5]=[CH:6][C:7]=1[O:8]C.B(Br)(Br)Br.C(OCC)(=O)C.O. The catalyst is C(Cl)Cl. The product is [F:1][C:2]1[CH:3]=[C:4]([N:10]2[C:15](=[O:16])[C:14]([CH2:17][C:18]3[CH:23]=[CH:22][C:21]([C:24]4[C:25]([C:30]#[N:31])=[CH:26][CH:27]=[CH:28][CH:29]=4)=[CH:20][CH:19]=3)=[C:13]([CH2:32][CH2:33][CH3:34])[N:12]=[C:11]2[CH3:35])[CH:5]=[CH:6][C:7]=1[OH:8]. The yield is 1.00. (7) The reactants are [Br:1][C:2]1[C:7]([N+:8]([O-:10])=[O:9])=[CH:6][CH:5]=[CH:4][C:3]=1[OH:11].[C:12](=O)([O-])[O-].[Cs+].[Cs+].IC.O. The catalyst is CN(C=O)C. The product is [Br:1][C:2]1[C:7]([N+:8]([O-:10])=[O:9])=[CH:6][CH:5]=[CH:4][C:3]=1[O:11][CH3:12]. The yield is 0.970.